The task is: Predict the reactants needed to synthesize the given product.. This data is from Full USPTO retrosynthesis dataset with 1.9M reactions from patents (1976-2016). (1) Given the product [F:28][C:4]1[CH:5]=[C:6]([O:8][CH2:9][CH2:10][C@@H:11]2[CH2:13][C@@H:12]2[CH:14]2[CH2:19][CH2:18][N:17]([C:20]3[N:25]=[CH:24][C:23]([O:26][CH3:27])=[CH:22][N:21]=3)[CH2:16][CH2:15]2)[CH:7]=[C:2]([F:1])[C:3]=1[CH2:29][C:30]([N:48]1[CH2:49][CH:46]([OH:45])[CH2:47]1)=[O:31], predict the reactants needed to synthesize it. The reactants are: [F:1][C:2]1[CH:7]=[C:6]([O:8][CH2:9][CH2:10][C@@H:11]2[CH2:13][C@@H:12]2[CH:14]2[CH2:19][CH2:18][N:17]([C:20]3[N:25]=[CH:24][C:23]([O:26][CH3:27])=[CH:22][N:21]=3)[CH2:16][CH2:15]2)[CH:5]=[C:4]([F:28])[C:3]=1[CH2:29][C:30](O)=[O:31].O.ON1C2C=CC=CC=2N=N1.Cl.[OH:45][CH:46]1[CH2:49][NH:48][CH2:47]1.Cl.C(/N=N/CCCN(C)C)C.C(N(CC)CC)C. (2) Given the product [CH:8]12[O:26][CH:7]1[CH2:6][CH:5]([C:10]1[N:14]([CH3:15])[N:13]=[CH:12][C:11]=1[N+:16]([O-:18])=[O:17])[O:4][CH2:1][CH2:9]2, predict the reactants needed to synthesize it. The reactants are: [CH2:1]([O:4][CH:5]([C:10]1[N:14]([CH3:15])[N:13]=[CH:12][C:11]=1[N+:16]([O-:18])=[O:17])[CH2:6][CH2:7][CH:8]=[CH2:9])C=C.CN1C(C2CCCC=C[O:26]2)=C([N+]([O-])=O)C=N1.C1C=C(Cl)C=C(C(OO)=O)C=1. (3) Given the product [N:19]1([CH2:18][CH2:17][CH2:16][CH2:15][C:12]2[CH:11]=[CH:10][C:9]([OH:8])=[CH:14][CH:13]=2)[CH:23]=[CH:22][N:21]=[N:20]1, predict the reactants needed to synthesize it. The reactants are: C([O:8][C:9]1[CH:14]=[CH:13][C:12]([CH2:15][CH2:16][CH2:17][CH2:18][N:19]2[CH:23]=[CH:22][N:21]=[N:20]2)=[CH:11][CH:10]=1)C1C=CC=CC=1.[H][H]. (4) The reactants are: [F:1][C:2]1[CH:3]=[C:4]([OH:11])[CH:5]=[CH:6][C:7]=1[N+:8]([O-:10])=[O:9].C(=O)([O-])[O-].[Cs+].[Cs+].[CH2:18](Br)[C:19]1[CH:24]=[CH:23][CH:22]=[CH:21][CH:20]=1. Given the product [F:1][C:2]1[CH:3]=[C:4]([O:11][CH2:18][C:19]2[CH:24]=[CH:23][CH:22]=[CH:21][CH:20]=2)[CH:5]=[CH:6][C:7]=1[N+:8]([O-:10])=[O:9], predict the reactants needed to synthesize it.